Dataset: Forward reaction prediction with 1.9M reactions from USPTO patents (1976-2016). Task: Predict the product of the given reaction. (1) Given the reactants C([N:8]1[CH2:16][C@@H:15]2[C@:10]([NH:17][C:18]([O:20][C:21]([CH3:24])([CH3:23])[CH3:22])=[O:19])([CH2:11][CH2:12][CH2:13][O:14]2)[CH2:9]1)C1C=CC=CC=1.[H][H], predict the reaction product. The product is: [C:21]([O:20][C:18]([NH:17][C@@:10]12[CH2:9][NH:8][CH2:16][C@H:15]1[O:14][CH2:13][CH2:12][CH2:11]2)=[O:19])([CH3:24])([CH3:22])[CH3:23]. (2) Given the reactants OC[C:3]1([OH:25])[C:8]2=[N:9][C:10]([C:13]3[S:17][C:16]([C:18]4[CH:19]=[N:20][CH:21]=[CH:22][CH:23]=4)=[N:15][C:14]=3[CH3:24])=[CH:11][CH:12]=[C:7]2[O:6][CH2:5][CH2:4]1.I([O-])(=O)(=O)=O.[Na+], predict the reaction product. The product is: [CH3:24][C:14]1[N:15]=[C:16]([C:18]2[CH:19]=[N:20][CH:21]=[CH:22][CH:23]=2)[S:17][C:13]=1[C:10]1[N:9]=[C:8]2[C:3](=[O:25])[CH2:4][CH2:5][O:6][C:7]2=[CH:12][CH:11]=1.